This data is from NCI-60 drug combinations with 297,098 pairs across 59 cell lines. The task is: Regression. Given two drug SMILES strings and cell line genomic features, predict the synergy score measuring deviation from expected non-interaction effect. (1) Drug 2: B(C(CC(C)C)NC(=O)C(CC1=CC=CC=C1)NC(=O)C2=NC=CN=C2)(O)O. Synergy scores: CSS=-12.0, Synergy_ZIP=4.25, Synergy_Bliss=-0.0693, Synergy_Loewe=-12.2, Synergy_HSA=-11.2. Cell line: MCF7. Drug 1: CC1=CC2C(CCC3(C2CCC3(C(=O)C)OC(=O)C)C)C4(C1=CC(=O)CC4)C. (2) Drug 1: CCCS(=O)(=O)NC1=C(C(=C(C=C1)F)C(=O)C2=CNC3=C2C=C(C=N3)C4=CC=C(C=C4)Cl)F. Drug 2: COCCOC1=C(C=C2C(=C1)C(=NC=N2)NC3=CC=CC(=C3)C#C)OCCOC.Cl. Cell line: SK-MEL-5. Synergy scores: CSS=16.6, Synergy_ZIP=-7.20, Synergy_Bliss=-3.76, Synergy_Loewe=-3.42, Synergy_HSA=-3.41.